This data is from Full USPTO retrosynthesis dataset with 1.9M reactions from patents (1976-2016). The task is: Predict the reactants needed to synthesize the given product. (1) Given the product [ClH:55].[C:1]([N:4]([CH2:25][C@@H:26]1[O:30][C:29](=[O:31])[N:28]([C:32]2[CH:37]=[CH:36][C:35]([CH:38]3[CH2:39][CH2:40][S:41](=[O:44])(=[O:45])[CH2:42][CH2:43]3)=[C:34]([F:46])[CH:33]=2)[CH2:27]1)[C:5]([O:7][CH2:8][O:9][C:10](=[O:24])[C@@H:11]([NH2:16])[C@@H:12]([CH3:15])[CH2:13][CH3:14])=[O:6])(=[O:3])[CH3:2], predict the reactants needed to synthesize it. The reactants are: [C:1]([N:4]([CH2:25][C@@H:26]1[O:30][C:29](=[O:31])[N:28]([C:32]2[CH:37]=[CH:36][C:35]([CH:38]3[CH2:43][CH2:42][S:41](=[O:45])(=[O:44])[CH2:40][CH2:39]3)=[C:34]([F:46])[CH:33]=2)[CH2:27]1)[C:5]([O:7][CH2:8][O:9][C:10](=[O:24])[C@@H:11]([NH:16]C(OC(C)(C)C)=O)[C@@H:12]([CH3:15])[CH2:13][CH3:14])=[O:6])(=[O:3])[CH3:2].C1(OC)C=CC=CC=1.[ClH:55]. (2) The reactants are: [CH3:1][N:2]1[CH:6]=[C:5]([N:7]2[CH:12]=[CH:11][C:10](=[O:13])[C:9]([CH2:14][C:15]3[CH:20]=[CH:19][CH:18]=[C:17]([C:21]4[N:26]=[CH:25][C:24]([C:27]([CH3:29])=[CH2:28])=[CH:23][N:22]=4)[CH:16]=3)=[N:8]2)[CH:4]=[N:3]1. Given the product [CH3:1][N:2]1[CH:6]=[C:5]([N:7]2[CH:12]=[CH:11][C:10](=[O:13])[C:9]([CH2:14][C:15]3[CH:20]=[CH:19][CH:18]=[C:17]([C:21]4[N:26]=[CH:25][C:24]([CH:27]([CH3:29])[CH3:28])=[CH:23][N:22]=4)[CH:16]=3)=[N:8]2)[CH:4]=[N:3]1, predict the reactants needed to synthesize it. (3) Given the product [F:1][C:2]([F:8])([F:7])[CH2:3][C:4]([N:40]([CH3:41])[S:39]([N:34]1[C:35]2([CH2:37][CH2:36]2)[CH2:38][N:31]([C:30]2[C:25]3[CH:24]=[CH:23][NH:22][C:26]=3[N:27]=[CH:28][N:29]=2)[CH2:32][CH2:33]1)(=[O:42])=[O:43])=[O:5], predict the reactants needed to synthesize it. The reactants are: [F:1][C:2]([F:8])([F:7])[CH2:3][C:4](O)=[O:5].C(Cl)(=O)C(Cl)=O.C(OC([N:22]1[C:26]2[N:27]=[CH:28][N:29]=[C:30]([N:31]3[CH2:38][C:35]4([CH2:37][CH2:36]4)[N:34]([S:39](=[O:43])(=[O:42])[NH:40][CH3:41])[CH2:33][CH2:32]3)[C:25]=2[CH:24]=[CH:23]1)=O)(C)(C)C.CCN(CC)CC. (4) Given the product [F:1][C:2]1[CH:3]=[C:4]([NH:28][C:43]([C:40]2[C:41](=[O:42])[N:36]([C:33]3[CH:34]=[CH:35][C:30]([F:29])=[CH:31][CH:32]=3)[N:37]=[C:38]([CH3:46])[CH:39]=2)=[O:44])[CH:5]=[CH:6][C:7]=1[O:8][C:9]1[CH:14]=[CH:13][N:12]=[C:11]2[CH:15]=[C:16]([C:18]#[C:19][CH2:20][N:21]3[CH2:22][CH2:23][N:24]([CH3:27])[CH2:25][CH2:26]3)[S:17][C:10]=12, predict the reactants needed to synthesize it. The reactants are: [F:1][C:2]1[CH:3]=[C:4]([NH2:28])[CH:5]=[CH:6][C:7]=1[O:8][C:9]1[CH:14]=[CH:13][N:12]=[C:11]2[CH:15]=[C:16]([C:18]#[C:19][CH2:20][N:21]3[CH2:26][CH2:25][N:24]([CH3:27])[CH2:23][CH2:22]3)[S:17][C:10]=12.[F:29][C:30]1[CH:35]=[CH:34][C:33]([N:36]2[C:41](=[O:42])[C:40]([C:43](O)=[O:44])=[CH:39][C:38]([CH3:46])=[N:37]2)=[CH:32][CH:31]=1. (5) Given the product [NH2:17][C:15]1[C:16]2[C:8]([C:5]3[CH:6]=[CH:7][C:2]([NH:1][C:37](=[O:38])[C:32]([CH3:27])([CH3:36])[CH3:33])=[C:3]([O:24][CH3:25])[CH:4]=3)=[CH:9][N:10]([CH:18]3[CH2:19][CH2:20][O:21][CH2:22][CH2:23]3)[C:11]=2[N:12]=[CH:13][N:14]=1, predict the reactants needed to synthesize it. The reactants are: [NH2:1][C:2]1[CH:7]=[CH:6][C:5]([C:8]2[C:16]3[C:15]([NH2:17])=[N:14][CH:13]=[N:12][C:11]=3[N:10]([CH:18]3[CH2:23][CH2:22][O:21][CH2:20][CH2:19]3)[CH:9]=2)=[CH:4][C:3]=1[O:24][CH3:25].N1C=CC=C[CH:27]=1.[CH:32]1([C:37](Cl)=[O:38])[CH2:36]CC[CH2:33]1. (6) Given the product [CH3:47][C:48]1[CH:55]=[CH:54][C:51]([CH2:52][NH:53][C:16]([C:13]2([CH3:19])[CH2:14][CH2:15][N:12]2[C:10](=[O:11])[CH2:9][C:3]2[CH:4]=[CH:5][C:6]([Cl:8])=[CH:7][C:2]=2[Cl:1])=[O:18])=[CH:50][CH:49]=1, predict the reactants needed to synthesize it. The reactants are: [Cl:1][C:2]1[CH:7]=[C:6]([Cl:8])[CH:5]=[CH:4][C:3]=1[CH2:9][C:10]([N:12]1[CH2:15][CH2:14][C:13]1([CH3:19])[C:16]([OH:18])=O)=[O:11].C1COCC1.CN(C(ON1N=NC2C=CC=CC1=2)=[N+](C)C)C.[B-](F)(F)(F)F.[CH3:47][C:48]1[CH:55]=[CH:54][C:51]([CH2:52][NH2:53])=[CH:50][CH:49]=1. (7) The reactants are: [CH2:1]([C:3]1[CH:19]=[CH:18][C:17]([C@H:20]2[C@H:25]([O:26][CH2:27][C:28]3[CH:33]=[CH:32][CH:31]=[CH:30][CH:29]=3)[C@@H:24]([O:34][CH2:35][C:36]3[CH:41]=[CH:40][CH:39]=[CH:38][CH:37]=3)[C@H:23]([O:42][CH2:43][C:44]3[CH:49]=[CH:48][CH:47]=[CH:46][CH:45]=3)[C@@H:22]([CH2:50][O:51]C(C3C=CC=CC=3)(C3C=CC=CC=3)C3C=CC=CC=3)[O:21]2)=[CH:16][C:4]=1[CH2:5][C:6]1[CH:15]=[CH:14][C:9]2[O:10][CH2:11][CH2:12][O:13][C:8]=2[CH:7]=1)[CH3:2].[Cl-].[Al+3].[Cl-].[Cl-]. Given the product [CH2:43]([O:42][C@H:23]1[C@H:24]([O:34][CH2:35][C:36]2[CH:41]=[CH:40][CH:39]=[CH:38][CH:37]=2)[C@@H:25]([O:26][CH2:27][C:28]2[CH:33]=[CH:32][CH:31]=[CH:30][CH:29]=2)[C@H:20]([C:17]2[CH:18]=[CH:19][C:3]([CH2:1][CH3:2])=[C:4]([CH2:5][C:6]3[CH:15]=[CH:14][C:9]4[O:10][CH2:11][CH2:12][O:13][C:8]=4[CH:7]=3)[CH:16]=2)[O:21][C@@H:22]1[CH2:50][OH:51])[C:44]1[CH:45]=[CH:46][CH:47]=[CH:48][CH:49]=1, predict the reactants needed to synthesize it.